This data is from Catalyst prediction with 721,799 reactions and 888 catalyst types from USPTO. The task is: Predict which catalyst facilitates the given reaction. (1) Reactant: [Na:1].[CH2:2]1[O:4][CH2:3]1.[C:5]([OH:10])(=[O:9])[C:6]([CH3:8])=[CH2:7].[CH2:11]=[CH:12][C:13]1[CH:18]=[CH:17][CH:16]=[CH:15][CH:14]=1.S(OOS([O-])(=O)=O)([O-])(=O)=O.[NH4+].[NH4+]. Product: [CH:11]([CH2:7][C:6](=[CH2:8])[C:5]([OH:10])=[O:9])=[CH:12][C:13]1[CH:18]=[CH:17][CH:16]=[CH:15][CH:14]=1.[Na:1].[CH2:3]1[O:4][CH2:2]1.[C:5]([OH:10])(=[O:9])[C:6]([CH3:8])=[CH2:7]. The catalyst class is: 6. (2) Reactant: CS(O[C@H:6]1[CH2:10][CH2:9][N:8]([C:11]2[S:12][C:13]3[CH:19]=[C:18]([C:20]4[CH:25]=[CH:24][C:23]([C:26]#[N:27])=[CH:22][CH:21]=4)[CH:17]=[CH:16][C:14]=3[N:15]=2)[CH2:7]1)(=O)=O.[CH3:28][C@@H:29]1[CH2:33][CH2:32][CH2:31][NH:30]1.C(N(CC)C(C)C)(C)C. Product: [CH3:28][C@@H:29]1[CH2:33][CH2:32][CH2:31][N:30]1[C@@H:6]1[CH2:10][CH2:9][N:8]([C:11]2[S:12][C:13]3[CH:19]=[C:18]([C:20]4[CH:21]=[CH:22][C:23]([C:26]#[N:27])=[CH:24][CH:25]=4)[CH:17]=[CH:16][C:14]=3[N:15]=2)[CH2:7]1. The catalyst class is: 10. (3) Reactant: C(O)(=O)C.[NH2:5][C:6]1[CH:11]=[C:10]([Cl:12])[CH:9]=[CH:8][C:7]=1[SH:13].[OH:14][C:15]1[CH:16]=[C:17]([CH:20]=[C:21]([OH:23])[CH:22]=1)[CH:18]=O.C([O-])(=O)C.[Na+]. Product: [Cl:12][C:10]1[CH:9]=[CH:8][C:7]2[S:13][C:18]([C:17]3[CH:20]=[C:21]([OH:23])[CH:22]=[C:15]([OH:14])[CH:16]=3)=[N:5][C:6]=2[CH:11]=1. The catalyst class is: 69.